Dataset: Full USPTO retrosynthesis dataset with 1.9M reactions from patents (1976-2016). Task: Predict the reactants needed to synthesize the given product. (1) Given the product [Cl:1][C:2]1[CH:7]=[C:6]([Cl:8])[CH:5]=[CH:4][C:3]=1[C:9]1[N:14]=[C:13]([NH:19][CH2:20][CH2:21][NH:22][C:23]2[N:28]=[CH:27][C:26]([C:29]#[N:30])=[CH:25][CH:24]=2)[CH:12]=[N:11][C:10]=1[N+:16]([O-:18])=[O:17], predict the reactants needed to synthesize it. The reactants are: [Cl:1][C:2]1[CH:7]=[C:6]([Cl:8])[CH:5]=[CH:4][C:3]=1[C:9]1[C:10]([N+:16]([O-:18])=[O:17])=[N:11][CH:12]=[C:13](Br)[N:14]=1.[NH2:19][CH2:20][CH2:21][NH:22][C:23]1[N:28]=[CH:27][C:26]([C:29]#[N:30])=[CH:25][CH:24]=1.C(N(C(C)C)CC)(C)C. (2) Given the product [CH:1]1([N:4]([CH2:48][C:47]([O:50][CH2:51][CH3:52])=[O:49])[S:5]([C:8]2[CH:9]=[C:10]([CH:44]=[CH:45][CH:46]=2)[C:11]([NH:13][C:14]2[S:15][C:16]3[CH2:43][CH2:42][CH2:41][CH2:40][C:17]=3[C:18]=2[C:19]([NH:21][C:22]2[CH:27]=[CH:26][C:25]([CH2:28][CH2:29][C:30]3[CH:31]=[CH:32][C:33]([C:34]([O:36][CH3:37])=[O:35])=[CH:38][CH:39]=3)=[CH:24][CH:23]=2)=[O:20])=[O:12])(=[O:7])=[O:6])[CH2:3][CH2:2]1, predict the reactants needed to synthesize it. The reactants are: [CH:1]1([NH:4][S:5]([C:8]2[CH:9]=[C:10]([CH:44]=[CH:45][CH:46]=2)[C:11]([NH:13][C:14]2[S:15][C:16]3[CH2:43][CH2:42][CH2:41][CH2:40][C:17]=3[C:18]=2[C:19]([NH:21][C:22]2[CH:27]=[CH:26][C:25]([CH2:28][CH2:29][C:30]3[CH:39]=[CH:38][C:33]([C:34]([O:36][CH3:37])=[O:35])=[CH:32][CH:31]=3)=[CH:24][CH:23]=2)=[O:20])=[O:12])(=[O:7])=[O:6])[CH2:3][CH2:2]1.[C:47]([O:50][CH2:51][CH2:52]Br)(=[O:49])[CH3:48].C(=O)([O-])[O-].[K+].[K+].C(O)(=O)CC(CC(O)=O)(C(O)=O)O. (3) Given the product [O:21]=[C:9]1[N:8]([C:5]2[CH:6]=[CH:7][C:2]([N:1]3[CH2:28][CH2:27][NH:26][CH2:25][CH2:24]3)=[CH:3][CH:4]=2)[CH:17]=[CH:16][C:15]2[N:14]=[C:13]([C:18]([NH2:20])=[O:19])[CH:12]=[CH:11][C:10]1=2, predict the reactants needed to synthesize it. The reactants are: [NH2:1][C:2]1[CH:7]=[CH:6][C:5]([N:8]2[CH:17]=[CH:16][C:15]3[N:14]=[C:13]([C:18]([NH2:20])=[O:19])[CH:12]=[CH:11][C:10]=3[C:9]2=[O:21])=[CH:4][CH:3]=1.Cl.Cl[CH2:24][CH2:25][NH:26][CH2:27][CH2:28]Cl.C(=O)([O-])[O-].[K+].[K+].